From a dataset of Blood-brain barrier penetration binary classification data from Martins et al.. Regression/Classification. Given a drug SMILES string, predict its absorption, distribution, metabolism, or excretion properties. Task type varies by dataset: regression for continuous measurements (e.g., permeability, clearance, half-life) or binary classification for categorical outcomes (e.g., BBB penetration, CYP inhibition). Dataset: bbb_martins. (1) The compound is CCOC(=O)C1(c2ccccc2)CCN(C)CC1. The result is 1 (penetrates BBB). (2) The molecule is CCC(Br)(C(N)=O)C(C)C. The result is 1 (penetrates BBB).